From a dataset of Forward reaction prediction with 1.9M reactions from USPTO patents (1976-2016). Predict the product of the given reaction. (1) Given the reactants Br[C:2]1[CH:3]=[C:4]([C:8]2([C:11]([O:13][CH2:14][CH3:15])=[O:12])[CH2:10][CH2:9]2)[CH:5]=[CH:6][CH:7]=1.[C:16]([O:20][CH2:21][CH3:22])(=[O:19])[CH:17]=[CH2:18].C1(C)C=CC=CC=1P(C1C=CC=CC=1C)C1C=CC=CC=1C, predict the reaction product. The product is: [CH2:21]([O:20][C:16](=[O:19])/[CH:17]=[CH:18]/[C:2]1[CH:3]=[C:4]([C:8]2([C:11]([O:13][CH2:14][CH3:15])=[O:12])[CH2:10][CH2:9]2)[CH:5]=[CH:6][CH:7]=1)[CH3:22]. (2) The product is: [CH3:1][N:2]1[CH:6]=[CH:5][C:4]([C:7]2[N:12]=[C:11]([NH2:13])[C:10]([NH2:14])=[CH:9][CH:8]=2)=[N:3]1. Given the reactants [CH3:1][N:2]1[CH:6]=[CH:5][C:4]([C:7]2[N:12]=[C:11]([NH2:13])[C:10]([N+:14]([O-])=O)=[CH:9][CH:8]=2)=[N:3]1.CCO, predict the reaction product. (3) Given the reactants [CH:1]1([C:4]2[N:8]([CH2:9][C:10]3[C:15]([F:16])=[CH:14][C:13]([O:17][CH2:18][CH3:19])=[CH:12][C:11]=3[F:20])[N:7]=[C:6]([C:21]3[N:26]=[C:25]([NH2:27])[C:24]([NH2:28])=[C:23]([NH2:29])[N:22]=3)[C:5]=2[CH3:30])[CH2:3][CH2:2]1.[N:31]([CH2:34][CH3:35])=[C:32]=[O:33], predict the reaction product. The product is: [NH2:29][C:23]1[C:24]([NH:28][C:32]([NH:31][CH2:34][CH3:35])=[O:33])=[C:25]([NH2:27])[N:26]=[C:21]([C:6]2[C:5]([CH3:30])=[C:4]([CH:1]3[CH2:3][CH2:2]3)[N:8]([CH2:9][C:10]3[C:15]([F:16])=[CH:14][C:13]([O:17][CH2:18][CH3:19])=[CH:12][C:11]=3[F:20])[N:7]=2)[N:22]=1. (4) The product is: [C:6]([CH2:7][N:8]1[C:14]2[CH:15]=[CH:16][CH:17]=[CH:18][C:13]=2[CH2:12][CH2:11][C@H:10]([NH:19][C:20]([C:22]2([CH2:27][CH:28]([CH2:32][C:33]([NH:35][CH2:36][CH2:37][CH2:38][OH:39])=[O:34])[C:29]([OH:31])=[O:30])[CH2:26][CH2:25][CH2:24][CH2:23]2)=[O:21])[C:9]1=[O:40])([OH:41])=[O:5]. Given the reactants C([O:5][C:6](=[O:41])[CH2:7][N:8]1[C:14]2[CH:15]=[CH:16][CH:17]=[CH:18][C:13]=2[CH2:12][CH2:11][C@H:10]([NH:19][C:20]([C:22]2([CH2:27][CH:28]([CH2:32][C:33]([NH:35][CH2:36][CH2:37][CH2:38][OH:39])=[O:34])[C:29]([O-:31])=[O:30])[CH2:26][CH2:25][CH2:24][CH2:23]2)=[O:21])[C:9]1=[O:40])(C)(C)C.[OH-].[Na+], predict the reaction product. (5) Given the reactants Br[C:2]1[CH:3]=[C:4]([Cl:12])[CH:5]=[C:6]2[C:10]=1[N:9]([CH3:11])[N:8]=[CH:7]2.[CH3:13][C:14]1([CH3:30])[C:18]([CH3:20])([CH3:19])[O:17][B:16]([B:16]2[O:17][C:18]([CH3:20])([CH3:19])[C:14]([CH3:30])([CH3:13])[O:15]2)[O:15]1.CC([O-])=O.[K+], predict the reaction product. The product is: [Cl:12][C:4]1[CH:5]=[C:6]2[C:10](=[C:2]([B:16]3[O:17][C:18]([CH3:20])([CH3:19])[C:14]([CH3:30])([CH3:13])[O:15]3)[CH:3]=1)[N:9]([CH3:11])[N:8]=[CH:7]2. (6) Given the reactants [C:1]([O:5][C:6]([NH:8][C:9]1([C:12]([OH:14])=O)[CH2:11][CH2:10]1)=[O:7])([CH3:4])([CH3:3])[CH3:2].[NH2:15][CH:16]([C:18]1[N:23]=[CH:22][C:21]([NH:24][C:25]2[C:30]([C:31]([F:34])([F:33])[F:32])=[CH:29][CH:28]=[CH:27][C:26]=2[F:35])=[CH:20][CH:19]=1)[CH3:17], predict the reaction product. The product is: [F:35][C:26]1[CH:27]=[CH:28][CH:29]=[C:30]([C:31]([F:34])([F:32])[F:33])[C:25]=1[NH:24][C:21]1[CH:20]=[CH:19][C:18]([CH:16]([NH:15][C:12]([C:9]2([NH:8][C:6](=[O:7])[O:5][C:1]([CH3:2])([CH3:3])[CH3:4])[CH2:10][CH2:11]2)=[O:14])[CH3:17])=[N:23][CH:22]=1.